From a dataset of Reaction yield outcomes from USPTO patents with 853,638 reactions. Predict the reaction yield, written as a fraction of the theoretical maximum amount of product (1.0 means a 100% yield; for example, 0.34 means a 34% yield). The reactants are C(S)C.[H-].[Na+].[CH2:6]([O:13][C:14]1[CH:19]=[C:18]([O:20]CC2C=CC=CC=2)[CH:17]=[C:16]([O:28][CH2:29][C:30]2[CH:35]=[CH:34][CH:33]=[CH:32][CH:31]=2)[CH:15]=1)[C:7]1[CH:12]=[CH:11][CH:10]=[CH:9][CH:8]=1.O. The catalyst is CN(C=O)C. The product is [CH2:29]([O:28][C:16]1[CH:17]=[C:18]([OH:20])[CH:19]=[C:14]([O:13][CH2:6][C:7]2[CH:12]=[CH:11][CH:10]=[CH:9][CH:8]=2)[CH:15]=1)[C:30]1[CH:31]=[CH:32][CH:33]=[CH:34][CH:35]=1. The yield is 0.110.